This data is from Forward reaction prediction with 1.9M reactions from USPTO patents (1976-2016). The task is: Predict the product of the given reaction. (1) Given the reactants [CH3:1][N:2]([CH3:12])[C:3]([C:5]1[CH:10]=[CH:9][C:8](Br)=[CH:7][N:6]=1)=[O:4].[CH3:13][O:14][C:15]([C:17]1[CH:27]=[C:26]([OH:28])[C:20]2[CH2:21][C:22]([CH3:25])([CH3:24])[O:23][C:19]=2[CH:18]=1)=[O:16].[O-]P([O-])([O-])=O.[K+].[K+].[K+], predict the reaction product. The product is: [CH3:13][O:14][C:15]([C:17]1[CH:27]=[C:26]([O:28][C:8]2[CH:7]=[N:6][C:5]([C:3](=[O:4])[N:2]([CH3:12])[CH3:1])=[CH:10][CH:9]=2)[C:20]2[CH2:21][C:22]([CH3:25])([CH3:24])[O:23][C:19]=2[CH:18]=1)=[O:16]. (2) The product is: [C:43]([O:46][C:47]([NH:1][C:2]1[N:6]([CH:7]2[CH2:12][CH2:11][CH2:10][N:9]([C:13]([O:15][C:16]([CH3:17])([CH3:18])[CH3:19])=[O:14])[CH2:8]2)[N:5]=[C:4]([C:20]2[CH:21]=[CH:22][C:23]([O:26][C:27]3[CH:32]=[CH:31][CH:30]=[CH:29][CH:28]=3)=[CH:24][CH:25]=2)[C:3]=1[C:33]#[N:34])=[O:48])([CH3:45])([CH3:44])[CH3:42]. Given the reactants [NH2:1][C:2]1[N:6]([CH:7]2[CH2:12][CH2:11][CH2:10][N:9]([C:13]([O:15][C:16]([CH3:19])([CH3:18])[CH3:17])=[O:14])[CH2:8]2)[N:5]=[C:4]([C:20]2[CH:25]=[CH:24][C:23]([O:26][C:27]3[CH:32]=[CH:31][CH:30]=[CH:29][CH:28]=3)=[CH:22][CH:21]=2)[C:3]=1[C:33]#[N:34].CCN(CC)CC.[CH3:42][C:43]([O:46][C:47](O[C:47]([O:46][C:43]([CH3:45])([CH3:44])[CH3:42])=[O:48])=[O:48])([CH3:45])[CH3:44].O, predict the reaction product. (3) The product is: [Cl:1][C:2]1[S:3][C:4]([CH2:7][N:20]2[C:28]3[C:23](=[CH:24][CH:25]=[CH:26][CH:27]=3)[C:22]3([C:32]4=[CH:33][C:34]5[O:38][CH2:37][O:36][C:35]=5[CH:39]=[C:31]4[O:30][CH2:29]3)[C:21]2=[O:40])=[CH:5][N:6]=1. Given the reactants [Cl:1][C:2]1[S:3][C:4]([CH2:7]O)=[CH:5][N:6]=1.S(Cl)(Cl)=O.C(N(CC)CC)C.[NH:20]1[C:28]2[C:23](=[CH:24][CH:25]=[CH:26][CH:27]=2)[C:22]2([C:32]3=[CH:33][C:34]4[O:38][CH2:37][O:36][C:35]=4[CH:39]=[C:31]3[O:30][CH2:29]2)[C:21]1=[O:40].C(=O)([O-])[O-].[Cs+].[Cs+], predict the reaction product. (4) Given the reactants FC(F)(F)S(O[C:7]1[CH:8]=[CH:9][C:10]2[N:11]([N:13]=[CH:14][C:15]=2[C:16]2[CH:21]=[CH:20][N:19]=[C:18]([NH:22][CH:23]3[CH2:25][CH2:24]3)[N:17]=2)[N:12]=1)(=O)=O.[C:28]1([SH:34])[CH:33]=[CH:32][CH:31]=[CH:30][CH:29]=1.CC([O-])(C)C.[Na+].O, predict the reaction product. The product is: [CH:23]1([NH:22][C:18]2[N:17]=[C:16]([C:15]3[CH:14]=[N:13][N:11]4[C:10]=3[CH:9]=[CH:8][C:7]([S:34][C:28]3[CH:33]=[CH:32][CH:31]=[CH:30][CH:29]=3)=[N:12]4)[CH:21]=[CH:20][N:19]=2)[CH2:24][CH2:25]1. (5) The product is: [CH2:53]([N:55]([CH2:56][CH3:57])[C:26]([C:19]12[CH2:18][CH:17]3[CH2:25][CH:21]([CH2:22][CH:23]([CH:16]3[NH:15][C:13](=[O:14])[C:12]([NH:11][S:8]([C:3]3[CH:4]=[CH:5][CH:6]=[CH:7][C:2]=3[Cl:1])(=[O:9])=[O:10])([CH3:29])[CH3:30])[CH2:24]1)[CH2:20]2)=[O:27])[CH3:54]. Given the reactants [Cl:1][C:2]1[CH:7]=[CH:6][CH:5]=[CH:4][C:3]=1[S:8]([NH:11][C:12]([CH3:30])([CH3:29])[C:13]([NH:15][CH:16]1[CH:23]2[CH2:24][C:19]3([C:26](O)=[O:27])[CH2:20][CH:21]([CH2:25][CH:17]1[CH2:18]3)[CH2:22]2)=[O:14])(=[O:10])=[O:9].Cl.C(N=C=NCCCN(C)C)C.ON1C2C=CC=CC=2N=N1.[CH2:53]([NH:55][CH2:56][CH3:57])[CH3:54], predict the reaction product.